This data is from Catalyst prediction with 721,799 reactions and 888 catalyst types from USPTO. The task is: Predict which catalyst facilitates the given reaction. (1) Reactant: [C:1](Cl)(=[O:3])[CH3:2].[C:5]([C:9]1[N:14]=[C:13]([N:15]2[CH2:20][CH2:19][N:18]([CH2:21][CH2:22][C@H:23]3[CH2:28][CH2:27][C@H:26]([NH2:29])[CH2:25][CH2:24]3)[CH2:17][CH2:16]2)[CH:12]=[C:11]([CH2:30][CH2:31][O:32][CH3:33])[N:10]=1)([CH3:8])([CH3:7])[CH3:6].C(N(CC)CC)C. Product: [C:5]([C:9]1[N:14]=[C:13]([N:15]2[CH2:20][CH2:19][N:18]([CH2:21][CH2:22][C@H:23]3[CH2:24][CH2:25][C@H:26]([NH:29][C:1](=[O:3])[CH3:2])[CH2:27][CH2:28]3)[CH2:17][CH2:16]2)[CH:12]=[C:11]([CH2:30][CH2:31][O:32][CH3:33])[N:10]=1)([CH3:8])([CH3:6])[CH3:7]. The catalyst class is: 2. (2) Reactant: [ClH:1].[F:2][C:3]([F:36])([F:35])[C:4]1[CH:5]=[C:6]([C@@H:14]([N:16]([CH3:34])[C:17](=[O:33])[CH2:18][C:19]([C:26]2[CH:31]=[CH:30][C:29]([F:32])=[CH:28][CH:27]=2)=[C:20]2[CH2:25][CH2:24][NH:23][CH2:22][CH2:21]2)[CH3:15])[CH:7]=[C:8]([C:10]([F:13])([F:12])[F:11])[CH:9]=1. Product: [ClH:1].[F:13][C:10]([F:11])([F:12])[C:8]1[CH:7]=[C:6]([C@@H:14]([N:16]([CH3:34])[C:17](=[O:33])[CH2:18][C:19]([C:26]2[CH:27]=[CH:28][C:29]([F:32])=[CH:30][CH:31]=2)=[C:20]2[CH2:21][CH2:22][NH:23][CH2:24][CH2:25]2)[CH3:15])[CH:5]=[C:4]([C:3]([F:35])([F:36])[F:2])[CH:9]=1. The catalyst class is: 28. (3) Reactant: [F:1][C:2]1[C:7]([O:8][CH3:9])=[CH:6][C:5]([O:10][CH3:11])=[C:4]([F:12])[C:3]=1[N:13]1[CH2:18][C:17]2[CH:19]=[N:20][C:21]3[NH:25][N:24]=[C:23]([CH:26]=[CH2:27])[C:22]=3[C:16]=2[N:15]([CH3:28])[C:14]1=[O:29].B.C1C[O:34]CC1. Product: [F:1][C:2]1[C:7]([O:8][CH3:9])=[CH:6][C:5]([O:10][CH3:11])=[C:4]([F:12])[C:3]=1[N:13]1[CH2:18][C:17]2[CH:19]=[N:20][C:21]3[NH:25][N:24]=[C:23]([CH2:26][CH2:27][OH:34])[C:22]=3[C:16]=2[N:15]([CH3:28])[C:14]1=[O:29]. The catalyst class is: 1. (4) Reactant: [CH3:1][C:2]([CH3:21])([CH3:20])[C:3]([C:5]1[O:6][C:7]2[CH:17]=[CH:16][C:15]([O:18][CH3:19])=[CH:14][C:8]=2[C:9]=1[CH2:10][C:11](O)=[O:12])=[O:4].C1C=CC2N(O)N=NC=2C=1.[CH2:32]([NH:37][CH2:38][CH2:39][CH:40]([CH3:42])[CH3:41])[CH2:33][CH:34]([CH3:36])[CH3:35].CCN(C(C)C)C(C)C. Product: [CH3:20][C:2]([CH3:21])([CH3:1])[C:3]([C:5]1[O:6][C:7]2[CH:17]=[CH:16][C:15]([O:18][CH3:19])=[CH:14][C:8]=2[C:9]=1[CH2:10][C:11]([N:37]([CH2:38][CH2:39][CH:40]([CH3:42])[CH3:41])[CH2:32][CH2:33][CH:34]([CH3:35])[CH3:36])=[O:12])=[O:4]. The catalyst class is: 607. (5) Reactant: [C:1]([C:4]1[C:22](=[O:23])[C@@:8]2([CH3:24])[C:9]3[C:15]([OH:16])=[CH:14][C:13]([O:17][CH3:18])=[C:12]([C:19]([NH2:21])=[O:20])[C:10]=3[O:11][C:7]2=[CH:6][C:5]=1[OH:25])(=[O:3])[CH3:2].[CH3:26][O:27][C:28]1[CH:35]=[CH:34][C:31]([CH:32]=O)=[C:30]([CH3:36])[C:29]=1[CH3:37].C([SiH](CC)CC)C.FC(F)(F)C(O)=O. Product: [C:1]([C:4]1[C:22](=[O:23])[C@@:8]2([CH3:24])[C:9]3[C:15]([OH:16])=[CH:14][C:13]([O:17][CH3:18])=[C:12]([C:19]([NH:21][CH2:32][C:31]4[CH:34]=[CH:35][C:28]([O:27][CH3:26])=[C:29]([CH3:37])[C:30]=4[CH3:36])=[O:20])[C:10]=3[O:11][C:7]2=[CH:6][C:5]=1[OH:25])(=[O:3])[CH3:2]. The catalyst class is: 10.